From a dataset of Forward reaction prediction with 1.9M reactions from USPTO patents (1976-2016). Predict the product of the given reaction. (1) Given the reactants N[C:2]1[CH:3]=[C:4]([OH:11])[C:5](=[CH:9][CH:10]=1)[C:6]([OH:8])=[O:7].CC([O-])(C)C.[K+].C(Br)C1C=CC=CC=1, predict the reaction product. The product is: [C:6]([OH:8])(=[O:7])[C:5]1[C:4](=[CH:3][CH:2]=[CH:10][CH:9]=1)[OH:11]. (2) Given the reactants [S:1]1[CH:5]=[CH:4][CH:3]=[C:2]1[C:6]1[CH:11]=[C:10]([NH:12]C(OCC)=O)[N:9]=[C:8]2[NH:18][CH:19]=[N:20][C:7]=12.[OH-].[K+].[Cl-].[NH4+], predict the reaction product. The product is: [NH2:12][C:10]1[N:9]=[C:8]2[NH:18][CH:19]=[N:20][C:7]2=[C:6]([C:2]2[S:1][CH:5]=[CH:4][CH:3]=2)[CH:11]=1.